Dataset: NCI-60 drug combinations with 297,098 pairs across 59 cell lines. Task: Regression. Given two drug SMILES strings and cell line genomic features, predict the synergy score measuring deviation from expected non-interaction effect. (1) Drug 1: CC(C)NC(=O)C1=CC=C(C=C1)CNNC.Cl. Drug 2: COCCOC1=C(C=C2C(=C1)C(=NC=N2)NC3=CC=CC(=C3)C#C)OCCOC.Cl. Cell line: MDA-MB-435. Synergy scores: CSS=7.31, Synergy_ZIP=-1.48, Synergy_Bliss=-2.38, Synergy_Loewe=4.74, Synergy_HSA=1.08. (2) Drug 1: CN(C)N=NC1=C(NC=N1)C(=O)N. Drug 2: CC1CCCC2(C(O2)CC(NC(=O)CC(C(C(=O)C(C1O)C)(C)C)O)C(=CC3=CSC(=N3)C)C)C. Cell line: SNB-19. Synergy scores: CSS=-1.89, Synergy_ZIP=0.855, Synergy_Bliss=-0.514, Synergy_Loewe=-4.51, Synergy_HSA=-2.77. (3) Drug 1: CCN(CC)CCNC(=O)C1=C(NC(=C1C)C=C2C3=C(C=CC(=C3)F)NC2=O)C. Drug 2: CC(C)(C#N)C1=CC(=CC(=C1)CN2C=NC=N2)C(C)(C)C#N. Cell line: M14. Synergy scores: CSS=15.4, Synergy_ZIP=-3.15, Synergy_Bliss=-0.629, Synergy_Loewe=-1.16, Synergy_HSA=-0.278. (4) Drug 1: C1=C(C(=O)NC(=O)N1)F. Synergy scores: CSS=37.6, Synergy_ZIP=2.34, Synergy_Bliss=0.0578, Synergy_Loewe=-0.864, Synergy_HSA=-0.704. Cell line: M14. Drug 2: CCN(CC)CCNC(=O)C1=C(NC(=C1C)C=C2C3=C(C=CC(=C3)F)NC2=O)C.